From a dataset of Cav3 T-type calcium channel HTS with 100,875 compounds. Binary Classification. Given a drug SMILES string, predict its activity (active/inactive) in a high-throughput screening assay against a specified biological target. (1) The compound is O=C1N(c2c(C31N(CCCN(C)C)C(=O)C(O)=C3C(=O)c1oc(cc1)C)cccc2)C. The result is 0 (inactive). (2) The drug is S(c1nc2c(c(C3CCC=CC3)c1C#N)CCC2)CC=C. The result is 0 (inactive).